Dataset: Full USPTO retrosynthesis dataset with 1.9M reactions from patents (1976-2016). Task: Predict the reactants needed to synthesize the given product. (1) Given the product [NH2:19][C@@H:8]1[CH2:9][CH:10]=[CH:11][C@@H:12]([C:13]2[CH:14]=[CH:15][CH:16]=[CH:17][CH:18]=2)[N:6]([CH:1]2[CH2:5][CH2:4][CH2:3][CH2:2]2)[C:7]1=[O:30], predict the reactants needed to synthesize it. The reactants are: [CH:1]1([N:6]2[C@H:12]([C:13]3[CH:18]=[CH:17][CH:16]=[CH:15][CH:14]=3)[CH:11]=[CH:10][CH2:9][C@@H:8]([N:19]3C(=O)C4C(=CC=CC=4)C3=O)[C:7]2=[O:30])[CH2:5][CH2:4][CH2:3][CH2:2]1.O.NN. (2) Given the product [CH3:1][O:2][C:3]([C:4]1[CH:5]=[C:6]2[C:7]([C:10]([C:11]([O:13][CH2:14][CH3:15])=[O:12])=[C:16]([NH2:17])[NH:18]2)=[CH:8][CH:9]=1)=[O:21], predict the reactants needed to synthesize it. The reactants are: [CH3:1][O:2][C:3](=[O:21])[C:4]1[CH:9]=[CH:8][C:7]([CH:10]([C:16]#[N:17])[C:11]([O:13][CH2:14][CH3:15])=[O:12])=[C:6]([N+:18]([O-])=O)[CH:5]=1.ClCCl. (3) Given the product [CH3:22][N:19]1[CH2:18][CH2:17][CH:16]([NH:15][C:3]2[C:2]([C:23]3[CH:28]=[CH:27][CH:26]=[CH:25][CH:24]=3)=[CH:7][N:6]=[C:5]([NH2:8])[CH:4]=2)[CH2:21][CH2:20]1, predict the reactants needed to synthesize it. The reactants are: Cl[C:2]1[C:3]([NH:15][CH:16]2[CH2:21][CH2:20][N:19]([CH3:22])[CH2:18][CH2:17]2)=[CH:4][C:5]([NH:8]C(=O)C(C)(C)C)=[N:6][CH:7]=1.[C:23]1(B(O)O)[CH:28]=[CH:27][CH:26]=[CH:25][CH:24]=1.C(=O)([O-])[O-].[Na+].[Na+].